This data is from Forward reaction prediction with 1.9M reactions from USPTO patents (1976-2016). The task is: Predict the product of the given reaction. (1) Given the reactants [F:1][C:2]([F:18])([F:17])[CH2:3][N:4]1[C:8]([C:9]2[C:14]([CH2:15]O)=[CH:13][CH:12]=[CH:11][N:10]=2)=[CH:7][CH:6]=[N:5]1.O=S(Cl)[Cl:21], predict the reaction product. The product is: [ClH:21].[Cl:21][CH2:15][C:14]1[C:9]([C:8]2[N:4]([CH2:3][C:2]([F:18])([F:17])[F:1])[N:5]=[CH:6][CH:7]=2)=[N:10][CH:11]=[CH:12][CH:13]=1. (2) Given the reactants [CH3:1][N:2]1[C:6]2[CH:7]=[CH:8][C:9]([C:11]([OH:13])=O)=[CH:10][C:5]=2[N:4]=[C:3]1[NH:14][C:15]1[S:16][C:17]2[CH:23]=[C:22]([O:24][C:25]([F:28])([F:27])[F:26])[CH:21]=[CH:20][C:18]=2[N:19]=1.[NH2:29][CH2:30][CH2:31][O:32][CH2:33][CH2:34][OH:35].CN(C(ON1N=NC2C=CC=CC1=2)=[N+](C)C)C.F[P-](F)(F)(F)(F)F, predict the reaction product. The product is: [OH:35][CH2:34][CH2:33][O:32][CH2:31][CH2:30][NH:29][C:11]([C:9]1[CH:8]=[CH:7][C:6]2[N:2]([CH3:1])[C:3]([NH:14][C:15]3[S:16][C:17]4[CH:23]=[C:22]([O:24][C:25]([F:28])([F:27])[F:26])[CH:21]=[CH:20][C:18]=4[N:19]=3)=[N:4][C:5]=2[CH:10]=1)=[O:13]. (3) Given the reactants [CH:1](=O)[C:2]1[CH:7]=[CH:6][CH:5]=[CH:4][CH:3]=1.[NH2:9][C:10]1[CH:15]=[CH:14][CH:13]=[CH:12][CH:11]=1.[C:16]([N:23]1[CH:27]=[CH:26][CH:25]([CH3:28])[CH2:24]1)([O:18][C:19]([CH3:22])([CH3:21])[CH3:20])=[O:17], predict the reaction product. The product is: [CH3:28][C@:25]12[CH2:26][CH2:27][N:23]([C:16]([O:18][C:19]([CH3:20])([CH3:22])[CH3:21])=[O:17])[C@H:24]1[C:11]1[CH:12]=[CH:13][CH:14]=[CH:15][C:10]=1[NH:9][C@H:1]2[C:2]1[CH:7]=[CH:6][CH:5]=[CH:4][CH:3]=1. (4) Given the reactants [CH3:1][NH:2][CH2:3][C:4]1[CH:13]=[CH:12][C:11]2[C:6](=CC=CC=2)[C:5]=1CCC.Cl.[O:18]=[C:19]1[NH:28][C:27]2[N:26]=[CH:25][C:24](/[CH:29]=[CH:30]/[C:31]([OH:33])=O)=[CH:23][C:22]=2[CH2:21][CH2:20]1.Cl.CN1CC2C=C(/C=C/C(O)=O)C=NC=2[NH:39][C:38](=[O:52])[CH2:37]1, predict the reaction product. The product is: [C:38]([NH:39][C:11]1[CH:6]=[CH:5][C:4]([CH2:3][N:2]([CH3:1])[C:31](=[O:33])/[CH:30]=[CH:29]/[C:24]2[CH:25]=[N:26][C:27]3[NH:28][C:19](=[O:18])[CH2:20][CH2:21][C:22]=3[CH:23]=2)=[CH:13][CH:12]=1)(=[O:52])[CH3:37]. (5) Given the reactants [CH2:1]([N:3]1[C:7]([C:8]2[CH:9]=[C:10]([C:14]([O:16][CH3:17])=[O:15])[O:11][C:12]=2[CH3:13])=[CH:6][CH:5]=[N:4]1)[CH3:2].C1C(=O)N([Cl:25])C(=O)C1, predict the reaction product. The product is: [Cl:25][C:6]1[CH:5]=[N:4][N:3]([CH2:1][CH3:2])[C:7]=1[C:8]1[CH:9]=[C:10]([C:14]([O:16][CH3:17])=[O:15])[O:11][C:12]=1[CH3:13]. (6) The product is: [C:14]1([P:7]([C:1]2[CH:2]=[CH:3][CH:4]=[CH:5][CH:6]=2)[C:8]2[CH:13]=[CH:12][CH:11]=[CH:10][CH:9]=2)[CH:15]=[CH:16][CH:17]=[CH:18][CH:19]=1.[C:1]1([P:7](=[O:20])([C:8]2[CH:13]=[CH:12][CH:11]=[CH:10][CH:9]=2)[C:14]2[CH:19]=[CH:18][CH:17]=[CH:16][CH:15]=2)[CH:2]=[CH:3][CH:4]=[CH:5][CH:6]=1. Given the reactants [C:1]1([P:7](=[O:20])([C:14]2[CH:19]=[CH:18][CH:17]=[CH:16][CH:15]=2)[C:8]2[CH:13]=[CH:12][CH:11]=[CH:10][CH:9]=2)[CH:6]=[CH:5][CH:4]=[CH:3][CH:2]=1.[Al].C(Cl)(=O)C(Cl)=O.[Pb](Br)Br.Cl, predict the reaction product. (7) Given the reactants [F:1][C:2]1[C:3]([NH2:8])=[N:4][CH:5]=[CH:6][CH:7]=1.C1C(=O)N([I:16])C(=O)C1, predict the reaction product. The product is: [F:1][C:2]1[C:3]([NH2:8])=[N:4][CH:5]=[C:6]([I:16])[CH:7]=1. (8) Given the reactants [S:1]1[C:5]([C:6]2[S:19][C:9]3[C:10](=[O:18])[N:11]([CH2:14][CH2:15][CH2:16][CH3:17])[C:12](=[O:13])[C:8]=3[CH:7]=2)=[CH:4][CH:3]=[C:2]1[C:20]1[S:21][CH:22]=[CH:23][CH:24]=1.C1C(=O)N([Br:32])C(=O)C1, predict the reaction product. The product is: [Br:32][C:22]1[S:21][C:20]([C:2]2[S:1][C:5]([C:6]3[S:19][C:9]4[C:10](=[O:18])[N:11]([CH2:14][CH2:15][CH2:16][CH3:17])[C:12](=[O:13])[C:8]=4[CH:7]=3)=[CH:4][CH:3]=2)=[CH:24][CH:23]=1.